Task: Predict the product of the given reaction.. Dataset: Forward reaction prediction with 1.9M reactions from USPTO patents (1976-2016) (1) Given the reactants [Cl:1][C:2]1[CH:3]=[C:4]([C:8]2[N:13]=[C:12]([C:14]([OH:16])=O)[CH:11]=[CH:10][C:9]=2[CH:17]2[CH2:21][CH2:20][CH2:19][CH2:18]2)[CH:5]=[CH:6][CH:7]=1.[CH3:22][C:23]([CH3:31])([C:25]1[N:29]=[C:28]([CH3:30])[O:27][N:26]=1)[NH2:24], predict the reaction product. The product is: [CH3:22][C:23]([NH:24][C:14]([C:12]1[CH:11]=[CH:10][C:9]([CH:17]2[CH2:21][CH2:20][CH2:19][CH2:18]2)=[C:8]([C:4]2[CH:5]=[CH:6][CH:7]=[C:2]([Cl:1])[CH:3]=2)[N:13]=1)=[O:16])([C:25]1[N:29]=[C:28]([CH3:30])[O:27][N:26]=1)[CH3:31]. (2) Given the reactants [CH3:1][CH:2]1[C:20](=[O:21])[O:19][CH:18]([CH2:22][CH:23]([CH3:25])[CH3:24])[C:16](=[O:17])[O:15][CH:14]([CH:26]([CH:28]2[O:30][CH:29]2[C:31]2[CH:36]=[CH:35][CH:34]=[CH:33][CH:32]=2)[CH3:27])[CH2:13][CH:12]=[CH:11][C:9](=[O:10])[NH:8][CH:7]([CH2:37][C:38]2[CH:43]=[CH:42][C:41]([O:44][CH3:45])=[C:40]([Cl:46])[CH:39]=2)[C:5](=[O:6])[NH:4][CH2:3]1.Cl[C:48]1C=CC=C(C(OO)=O)C=1, predict the reaction product. The product is: [CH3:1][C@H:2]1[C:20](=[O:21])[O:19][C@@H:18]([CH2:22][C:23]([CH3:48])([CH3:24])[CH3:25])[C:16](=[O:17])[O:15][C@H:14]([C@@H:26]([C@H:28]2[O:30][C@@H:29]2[C:31]2[CH:32]=[CH:33][CH:34]=[CH:35][CH:36]=2)[CH3:27])[CH2:13][CH:12]=[CH:11][C:9](=[O:10])[NH:8][C@H:7]([CH2:37][C:38]2[CH:43]=[CH:42][C:41]([O:44][CH3:45])=[C:40]([Cl:46])[CH:39]=2)[C:5](=[O:6])[NH:4][CH2:3]1. (3) The product is: [CH2:1]([C:6]1([C:11]([O:13][CH3:14])=[O:12])[CH2:7][CH2:8][CH2:9][CH2:10]1)[CH2:2][CH2:3][CH2:4][CH3:5]. Given the reactants [CH2:1]([C:6]1([C:11]([OH:13])=[O:12])[CH2:10][CH2:9][CH2:8][CH2:7]1)[CH2:2][CH2:3][CH2:4][CH3:5].[CH3:14][Li].O, predict the reaction product.